From a dataset of NCI-60 drug combinations with 297,098 pairs across 59 cell lines. Regression. Given two drug SMILES strings and cell line genomic features, predict the synergy score measuring deviation from expected non-interaction effect. (1) Drug 1: CS(=O)(=O)C1=CC(=C(C=C1)C(=O)NC2=CC(=C(C=C2)Cl)C3=CC=CC=N3)Cl. Drug 2: CCCCCOC(=O)NC1=NC(=O)N(C=C1F)C2C(C(C(O2)C)O)O. Cell line: MDA-MB-231. Synergy scores: CSS=10.6, Synergy_ZIP=-2.26, Synergy_Bliss=-2.80, Synergy_Loewe=-2.19, Synergy_HSA=-2.64. (2) Drug 1: C1=CC=C(C(=C1)C(C2=CC=C(C=C2)Cl)C(Cl)Cl)Cl. Cell line: CAKI-1. Synergy scores: CSS=25.8, Synergy_ZIP=0.113, Synergy_Bliss=5.27, Synergy_Loewe=-62.8, Synergy_HSA=5.18. Drug 2: CC1CCC2CC(C(=CC=CC=CC(CC(C(=O)C(C(C(=CC(C(=O)CC(OC(=O)C3CCCCN3C(=O)C(=O)C1(O2)O)C(C)CC4CCC(C(C4)OC)O)C)C)O)OC)C)C)C)OC. (3) Drug 1: CC(C)CN1C=NC2=C1C3=CC=CC=C3N=C2N. Drug 2: CC1C(C(CC(O1)OC2CC(CC3=C2C(=C4C(=C3O)C(=O)C5=CC=CC=C5C4=O)O)(C(=O)C)O)N)O. Cell line: HOP-62. Synergy scores: CSS=43.1, Synergy_ZIP=1.58, Synergy_Bliss=1.53, Synergy_Loewe=-28.1, Synergy_HSA=-0.568. (4) Synergy scores: CSS=10.5, Synergy_ZIP=-6.66, Synergy_Bliss=-9.89, Synergy_Loewe=-43.0, Synergy_HSA=-9.48. Cell line: NCI-H226. Drug 2: CCC1(C2=C(COC1=O)C(=O)N3CC4=CC5=C(C=CC(=C5CN(C)C)O)N=C4C3=C2)O.Cl. Drug 1: CC(C1=C(C=CC(=C1Cl)F)Cl)OC2=C(N=CC(=C2)C3=CN(N=C3)C4CCNCC4)N. (5) Cell line: HOP-92. Drug 1: CC1=C(N=C(N=C1N)C(CC(=O)N)NCC(C(=O)N)N)C(=O)NC(C(C2=CN=CN2)OC3C(C(C(C(O3)CO)O)O)OC4C(C(C(C(O4)CO)O)OC(=O)N)O)C(=O)NC(C)C(C(C)C(=O)NC(C(C)O)C(=O)NCCC5=NC(=CS5)C6=NC(=CS6)C(=O)NCCC[S+](C)C)O. Synergy scores: CSS=29.4, Synergy_ZIP=-10.2, Synergy_Bliss=-5.26, Synergy_Loewe=-25.9, Synergy_HSA=-3.04. Drug 2: CNC(=O)C1=NC=CC(=C1)OC2=CC=C(C=C2)NC(=O)NC3=CC(=C(C=C3)Cl)C(F)(F)F. (6) Drug 1: CCCS(=O)(=O)NC1=C(C(=C(C=C1)F)C(=O)C2=CNC3=C2C=C(C=N3)C4=CC=C(C=C4)Cl)F. Drug 2: CN(C)C1=NC(=NC(=N1)N(C)C)N(C)C. Cell line: RXF 393. Synergy scores: CSS=9.30, Synergy_ZIP=-0.770, Synergy_Bliss=6.37, Synergy_Loewe=-4.01, Synergy_HSA=3.31. (7) Drug 1: CC1=C2C(C(=O)C3(C(CC4C(C3C(C(C2(C)C)(CC1OC(=O)C(C(C5=CC=CC=C5)NC(=O)OC(C)(C)C)O)O)OC(=O)C6=CC=CC=C6)(CO4)OC(=O)C)OC)C)OC. Drug 2: C1CC(=O)NC(=O)C1N2CC3=C(C2=O)C=CC=C3N. Cell line: MDA-MB-231. Synergy scores: CSS=44.9, Synergy_ZIP=7.46, Synergy_Bliss=8.29, Synergy_Loewe=5.40, Synergy_HSA=9.85.